This data is from Forward reaction prediction with 1.9M reactions from USPTO patents (1976-2016). The task is: Predict the product of the given reaction. (1) Given the reactants [C:1]([O:12][CH3:13])(=[O:11])[CH2:2][CH2:3][CH2:4][CH2:5][CH2:6][CH2:7][CH2:8][CH:9]=[CH2:10].[SH2:14], predict the reaction product. The product is: [SH:14][CH2:10][CH2:9][CH2:8][CH2:7][CH2:6][CH2:5][CH2:4][CH2:3][CH2:2][C:1]([O:12][CH3:13])=[O:11]. (2) Given the reactants N1C=CC=CC=1.[F:7][C:8]([F:21])([F:20])[S:9]([O:12]S(C(F)(F)F)(=O)=O)(=[O:11])=[O:10].O[C:23]1[CH:30]=[CH:29][C:26]([C:27]#[N:28])=[CH:25][C:24]=1[CH:31]([CH3:33])[CH3:32], predict the reaction product. The product is: [F:7][C:8]([F:21])([F:20])[S:9]([O:12][C:23]1[CH:30]=[CH:29][C:26]([C:27]#[N:28])=[CH:25][C:24]=1[CH:31]([CH3:33])[CH3:32])(=[O:11])=[O:10].